Dataset: Peptide-MHC class I binding affinity with 185,985 pairs from IEDB/IMGT. Task: Regression. Given a peptide amino acid sequence and an MHC pseudo amino acid sequence, predict their binding affinity value. This is MHC class I binding data. (1) The peptide sequence is VHDTNATKL. The MHC is HLA-B38:01 with pseudo-sequence HLA-B38:01. The binding affinity (normalized) is 0.389. (2) The binding affinity (normalized) is 0.435. The MHC is HLA-A02:02 with pseudo-sequence HLA-A02:02. The peptide sequence is IISTDQDTML. (3) The peptide sequence is IENSSVNVSL. The MHC is HLA-B08:01 with pseudo-sequence HLA-B08:01. The binding affinity (normalized) is 0.386. (4) The peptide sequence is FLPRHRDTGIL. The MHC is HLA-A02:01 with pseudo-sequence HLA-A02:01. The binding affinity (normalized) is 0. (5) The peptide sequence is YERHPLSHFV. The MHC is HLA-B45:01 with pseudo-sequence HLA-B45:01. The binding affinity (normalized) is 0.391. (6) The peptide sequence is KLGDITLFL. The MHC is HLA-B27:03 with pseudo-sequence HLA-B27:03. The binding affinity (normalized) is 0.0847. (7) The peptide sequence is MSYTMCSGKF. The MHC is HLA-A01:01 with pseudo-sequence HLA-A01:01. The binding affinity (normalized) is 0.173.